Dataset: Reaction yield outcomes from USPTO patents with 853,638 reactions. Task: Predict the reaction yield, written as a fraction of the theoretical maximum amount of product (1.0 means a 100% yield; for example, 0.34 means a 34% yield). (1) The reactants are [CH2:1]([CH:4]1[C:11]2[CH:10]=[C:9]([C:12]([O:14]C)=[O:13])[NH:8][C:7]=2[CH2:6][CH2:5]1)[CH2:2][CH3:3].O.[OH-].[Li+]. No catalyst specified. The product is [CH2:1]([CH:4]1[C:11]2[CH:10]=[C:9]([C:12]([OH:14])=[O:13])[NH:8][C:7]=2[CH2:6][CH2:5]1)[CH2:2][CH3:3]. The yield is 0.790. (2) The reactants are [Cl:1][C:2]1[CH:22]=[C:21]([C:23]2[S:24][CH:25]=[CH:26][CH:27]=2)[CH:20]=[CH:19][C:3]=1[CH2:4][N:5]1[C:9]2=[N:10][C:11]([C:14]([O:16][CH3:17])=[O:15])=[CH:12][CH:13]=[C:8]2[N:7]=[C:6]1[CH3:18].[Cl:28]N1C(=O)CCC1=O.ClCCl. The catalyst is C(O)(=O)C. The product is [Cl:1][C:2]1[CH:22]=[C:21]([C:23]2[S:24][C:25]([Cl:28])=[CH:26][CH:27]=2)[CH:20]=[CH:19][C:3]=1[CH2:4][N:5]1[C:9]2=[N:10][C:11]([C:14]([O:16][CH3:17])=[O:15])=[CH:12][CH:13]=[C:8]2[N:7]=[C:6]1[CH3:18]. The yield is 0.957. (3) The reactants are Cl[C:2]1[N:6](C2CCCCO2)[C:5]2[CH:13]=[C:14]([Cl:18])[C:15]([Cl:17])=[CH:16][C:4]=2[N:3]=1.Cl.[CH3:20][S:21]([N:24]1[C:37]2[C:32](=[CH:33][CH:34]=[CH:35][CH:36]=2)[C:26]2([CH2:31][CH2:30][NH:29][CH2:28][CH2:27]2)[CH2:25]1)(=[O:23])=[O:22].C(=O)([O-])[O-].[Cs+].[Cs+].C12(CS(O)(=O)=O)C(C)(C)C(CC1)CC2=O. The catalyst is O1CCOCC1.O. The product is [Cl:17][C:15]1[C:14]([Cl:18])=[CH:13][C:5]2[N:6]=[C:2]([N:29]3[CH2:30][CH2:31][C:26]4([C:32]5[C:37](=[CH:36][CH:35]=[CH:34][CH:33]=5)[N:24]([S:21]([CH3:20])(=[O:22])=[O:23])[CH2:25]4)[CH2:27][CH2:28]3)[NH:3][C:4]=2[CH:16]=1. The yield is 0.340.